From a dataset of Forward reaction prediction with 1.9M reactions from USPTO patents (1976-2016). Predict the product of the given reaction. (1) Given the reactants Br[CH2:2][C:3](=O)[C:4]([O:6][CH2:7][CH3:8])=[O:5].[C:10](=[S:13])([S-:12])[NH2:11].[NH4+], predict the reaction product. The product is: [CH2:7]([O:6][C:4]([C:3]1[N:11]=[C:10]([SH:13])[S:12][CH:2]=1)=[O:5])[CH3:8]. (2) Given the reactants [Br:1][C:2]1[CH:31]=[CH:30][C:5]([CH2:6][C:7]2[N:8]([CH2:20][C:21]3[CH:26]=[CH:25][C:24]([N+:27]([O-])=O)=[CH:23][CH:22]=3)[CH:9]=[C:10]([C:12]3[CH:17]=[CH:16][C:15]([Cl:18])=[CH:14][C:13]=3[Cl:19])[N:11]=2)=[CH:4][CH:3]=1.Br[CH2:33][C:34]([O:36][CH3:37])=[O:35], predict the reaction product. The product is: [CH3:37][O:36][C:34](=[O:35])[CH2:33][NH:27][C:24]1[CH:25]=[CH:26][C:21]([CH2:20][N:8]2[CH:9]=[C:10]([C:12]3[CH:17]=[CH:16][C:15]([Cl:18])=[CH:14][C:13]=3[Cl:19])[N:11]=[C:7]2[CH2:6][C:5]2[CH:30]=[CH:31][C:2]([Br:1])=[CH:3][CH:4]=2)=[CH:22][CH:23]=1.